Dataset: Full USPTO retrosynthesis dataset with 1.9M reactions from patents (1976-2016). Task: Predict the reactants needed to synthesize the given product. (1) Given the product [C:1]([O:5][C:6]([NH:8][C@H:9]1[CH2:13][C@@:12]([CH2:18][CH2:19][O:20][CH3:21])([C:14]([OH:16])=[O:15])[CH:11]=[CH:10]1)=[O:7])([CH3:4])([CH3:3])[CH3:2], predict the reactants needed to synthesize it. The reactants are: [C:1]([O:5][C:6]([NH:8][C@H:9]1[CH2:13][C@@:12]([CH2:18][CH2:19][O:20][CH3:21])([C:14]([O:16]C)=[O:15])[CH:11]=[CH:10]1)=[O:7])([CH3:4])([CH3:3])[CH3:2].O.O.[OH-].[Li+]. (2) Given the product [Br:2][C:3]1[CH:4]=[C:5]([CH:9]=[C:10]([C:12]2[CH2:16][C@@H:15]([C:17]3[CH:22]=[CH:21][CH:20]=[CH:19][N:18]=3)[O:14][N:13]=2)[CH:11]=1)[C:6]([NH:33][C@@H:31]([C:28]1[CH:27]=[CH:26][C:25]([F:24])=[CH:30][N:29]=1)[CH3:32])=[O:8], predict the reactants needed to synthesize it. The reactants are: Cl.[Br:2][C:3]1[CH:4]=[C:5]([CH:9]=[C:10]([C:12]2[CH2:16][C@@H:15]([C:17]3[CH:22]=[CH:21][CH:20]=[CH:19][N:18]=3)[O:14][N:13]=2)[CH:11]=1)[C:6]([OH:8])=O.Cl.[F:24][C:25]1[CH:26]=[CH:27][C:28]([C@H:31]([NH2:33])[CH3:32])=[N:29][CH:30]=1.C(Cl)CCl.C1C=NC2N(O)N=NC=2C=1.C(N(CC)CC)C.C(=O)(O)[O-].[Na+]. (3) Given the product [Si:1]([O:8][CH2:9][C:10]1[C:18]2[O:17][N:16]=[C:15]([CH2:19][CH2:20][CH:21]3[CH2:26][CH2:25][N:24]([C:27]([O:29][C:30]([CH3:33])([CH3:32])[CH3:31])=[O:28])[CH2:23][CH2:22]3)[C:14]=2[CH:13]=[CH:12][C:11]=1[C:47]1[O:48][CH:49]=[CH:50][CH:51]=1)([C:4]([CH3:6])([CH3:5])[CH3:7])([CH3:2])[CH3:3], predict the reactants needed to synthesize it. The reactants are: [Si:1]([O:8][CH2:9][C:10]1[C:18]2[O:17][N:16]=[C:15]([CH2:19][CH2:20][CH:21]3[CH2:26][CH2:25][N:24]([C:27]([O:29][C:30]([CH3:33])([CH3:32])[CH3:31])=[O:28])[CH2:23][CH2:22]3)[C:14]=2[CH:13]=[CH:12][C:11]=1OS(C(F)(F)F)(=O)=O)([C:4]([CH3:7])([CH3:6])[CH3:5])([CH3:3])[CH3:2].C([Sn](CCCC)(CCCC)[C:47]1[O:48][CH:49]=[CH:50][CH:51]=1)CCC. (4) Given the product [Br:3][C:4]1[CH:9]=[CH:8][CH:7]=[CH:6][C:5]=1[N:10]1[C:15](=[O:16])[C:14]([C:17]2[CH:22]=[CH:21][CH:20]=[C:19]([O:23][CH2:31][CH2:32][OH:33])[CH:18]=2)=[CH:13][C:12]([C:24]2[CH:29]=[CH:28][CH:27]=[CH:26][N:25]=2)=[N:11]1, predict the reactants needed to synthesize it. The reactants are: [H-].[Na+].[Br:3][C:4]1[CH:9]=[CH:8][CH:7]=[CH:6][C:5]=1[N:10]1[C:15](=[O:16])[CH:14]([C:17]2[CH:22]=[CH:21][CH:20]=[C:19]([OH:23])[CH:18]=2)[CH2:13][C:12]([C:24]2[CH:29]=[CH:28][CH:27]=[CH:26][N:25]=2)=[N:11]1.Br[CH2:31][CH2:32][O:33][Si](C(C)(C)C)(C)C.C(OCC)(=O)C. (5) Given the product [CH3:26][N:27]1[C:31]([C:2]2[CH:7]=[CH:6][C:5]([CH2:8][C:9]([NH:11][C@@H:12]([C:14]3[CH:19]=[CH:18][C:17]([O:20][CH2:21][C:22]([F:25])([F:24])[F:23])=[CH:16][N:15]=3)[CH3:13])=[O:10])=[CH:4][CH:3]=2)=[CH:30][CH:29]=[N:28]1, predict the reactants needed to synthesize it. The reactants are: I[C:2]1[CH:7]=[CH:6][C:5]([CH2:8][C:9]([NH:11][C@@H:12]([C:14]2[CH:19]=[CH:18][C:17]([O:20][CH2:21][C:22]([F:25])([F:24])[F:23])=[CH:16][N:15]=2)[CH3:13])=[O:10])=[CH:4][CH:3]=1.[CH3:26][N:27]1[C:31](B2OC(C)(C)C(C)(C)O2)=[CH:30][CH:29]=[N:28]1.[O-]P([O-])([O-])=O.[K+].[K+].[K+]. (6) Given the product [Br:9][C:6]1[CH:5]=[CH:4][C:3]2[N:10]([C:11]3[CH:12]=[CH:13][C:14]([NH:17][S:18]([C:21]4[CH:22]=[CH:23][CH:24]=[CH:25][CH:26]=4)(=[O:20])=[O:19])=[CH:15][CH:16]=3)[C:39](=[O:44])[CH2:40][C:41](=[O:42])[NH:1][C:2]=2[C:7]=1[CH3:8], predict the reactants needed to synthesize it. The reactants are: [NH2:1][C:2]1[C:7]([CH3:8])=[C:6]([Br:9])[CH:5]=[CH:4][C:3]=1[NH:10][C:11]1[CH:16]=[CH:15][C:14]([NH:17][S:18]([C:21]2[CH:26]=[CH:25][CH:24]=[CH:23][CH:22]=2)(=[O:20])=[O:19])=[CH:13][CH:12]=1.BrC1C=CC(O)=C([N+]([O-])=O)C=1C.[C:39](Cl)(=[O:44])[CH2:40][C:41](Cl)=[O:42].